From a dataset of Catalyst prediction with 721,799 reactions and 888 catalyst types from USPTO. Predict which catalyst facilitates the given reaction. Reactant: [H-].[Na+].[CH3:3][CH:4]([CH3:7])[CH2:5][OH:6].[NH2:8][C:9]1[CH:16]=[CH:15][CH:14]=[C:13](F)[C:10]=1[C:11]#[N:12]. Product: [NH2:8][C:9]1[CH:16]=[CH:15][CH:14]=[C:13]([O:6][CH2:5][CH:4]([CH3:7])[CH3:3])[C:10]=1[C:11]#[N:12]. The catalyst class is: 1.